This data is from Catalyst prediction with 721,799 reactions and 888 catalyst types from USPTO. The task is: Predict which catalyst facilitates the given reaction. (1) Reactant: [ClH:1].O1CCOCC1.[CH2:8]([O:10][C:11]([C@@H:13]([NH:22][C@@H:23]([CH3:27])[C:24](O)=[O:25])[CH2:14][CH2:15][C:16]1[CH:21]=[CH:20][CH:19]=[CH:18][CH:17]=1)=[O:12])[CH3:9].P(Cl)(Cl)(Cl)(Cl)[Cl:29]. Product: [ClH:29].[Cl:1][C:24]([C@@H:23]([NH:22][C@@H:13]([CH2:14][CH2:15][C:16]1[CH:21]=[CH:20][CH:19]=[CH:18][CH:17]=1)[C:11]([O:10][CH2:8][CH3:9])=[O:12])[CH3:27])=[O:25]. The catalyst class is: 4. (2) Reactant: [CH3:1][NH2:2].[CH3:3][O:4][C:5]1[CH:20]=[CH:19][C:8]([CH2:9][N:10]2[C:15](=[O:16])[C:14](Br)=[C:13]([Br:18])[CH:12]=[N:11]2)=[CH:7][CH:6]=1. Product: [CH3:3][O:4][C:5]1[CH:20]=[CH:19][C:8]([CH2:9][N:10]2[C:15](=[O:16])[C:14]([NH:2][CH3:1])=[C:13]([Br:18])[CH:12]=[N:11]2)=[CH:7][CH:6]=1. The catalyst class is: 11. (3) Reactant: [OH:1][CH2:2][C:3]1([C:18]2[CH:23]=[CH:22][CH:21]=[CH:20][CH:19]=2)[CH2:9][CH:8]2[N:10]([C:11]([O:13][C:14]([CH3:17])([CH3:16])[CH3:15])=[O:12])[CH:5]([CH2:6][CH2:7]2)[CH2:4]1.[S:24](Cl)([CH3:27])(=[O:26])=[O:25].C(N(CC)CC)C.C(=O)([O-])O.[Na+]. Product: [CH3:27][S:24]([O:1][CH2:2][C:3]1([C:18]2[CH:19]=[CH:20][CH:21]=[CH:22][CH:23]=2)[CH2:4][CH:5]2[N:10]([C:11]([O:13][C:14]([CH3:17])([CH3:15])[CH3:16])=[O:12])[CH:8]([CH2:7][CH2:6]2)[CH2:9]1)(=[O:26])=[O:25]. The catalyst class is: 4. (4) Reactant: [O:1]1[CH2:6][CH2:5][C:4](=[CH:7][C:8]([CH3:10])=O)[CH2:3][CH2:2]1.O1CCC(CC(C)=O)CC1.[C:21]([O:28][CH2:29][CH3:30])(=[O:27])[C:22](OCC)=O.CC(C)([O-])C.[Na+].[OH:37][CH2:38][CH2:39][NH:40][NH2:41]. Product: [OH:37][CH2:38][CH2:39][N:40]1[C:8]([CH2:7][CH:4]2[CH2:5][CH2:6][O:1][CH2:2][CH2:3]2)=[CH:10][C:22]([C:21]([O:28][CH2:29][CH3:30])=[O:27])=[N:41]1. The catalyst class is: 8. (5) Reactant: [OH:1][C:2]1[CH:3]=[CH:4][CH:5]=[C:6]2[C:11]=1[N:10]=[CH:9][CH:8]=[CH:7]2.CO[C:14]1[CH:15]=[C:16]2[C:21](=[C:22](O)[CH:23]=1)[N:20]=[CH:19][CH:18]=[CH:17]2.[C:25](O)(=O)[C:26](O)=O. Product: [CH:21]1[C:22]2[C:23](=[CH:11][CH:2]=[CH:3][CH:4]=2)[CH:14]=[CH:15][C:16]=1[CH:17]1[CH2:8][CH:7]2[N:20]([CH2:25][CH2:26][O:1][C:2]3[CH:3]=[CH:4][CH:5]=[C:6]4[C:11]=3[N:10]=[CH:9][CH:8]=[CH:7]4)[CH:19]([CH2:5][CH2:6]2)[CH2:18]1. The catalyst class is: 3. (6) Reactant: CCN(S(F)(F)[F:7])CC.O[C@@H:11]1[CH2:15][CH2:14][N:13]([C:16]([O:18][C:19]([CH3:22])([CH3:21])[CH3:20])=[O:17])[C@@H:12]1[C:23](=[O:42])[NH:24][CH2:25][C:26]1[CH:31]=[C:30]([C:32]2[CH:33]=[N:34][C:35]([C:38]([F:41])([F:40])[F:39])=[CH:36][CH:37]=2)[N:29]=[CH:28][N:27]=1. Product: [F:7][C@H:11]1[CH2:15][CH2:14][N:13]([C:16]([O:18][C:19]([CH3:21])([CH3:20])[CH3:22])=[O:17])[C@@H:12]1[C:23](=[O:42])[NH:24][CH2:25][C:26]1[CH:31]=[C:30]([C:32]2[CH:33]=[N:34][C:35]([C:38]([F:40])([F:39])[F:41])=[CH:36][CH:37]=2)[N:29]=[CH:28][N:27]=1. The catalyst class is: 2.